This data is from Full USPTO retrosynthesis dataset with 1.9M reactions from patents (1976-2016). The task is: Predict the reactants needed to synthesize the given product. (1) Given the product [CH2:1]([C:7]1[C:15]2[S:16][CH:17]=[CH:18][C:14]=2[C:13]([CH2:19][CH2:20][CH2:21][CH2:22][CH2:23][CH3:24])=[C:9]2[S:10][CH:11]=[CH:12][C:8]=12)[CH2:2][CH2:3][CH2:4][CH2:5][CH3:6], predict the reactants needed to synthesize it. The reactants are: [C:1]([C:7]1[C:15]2[S:16][CH:17]=[CH:18][C:14]=2[C:13]([C:19]#[C:20][CH2:21][CH2:22][CH2:23][CH3:24])=[C:9]2[S:10][CH:11]=[CH:12][C:8]=12)#[C:2][CH2:3][CH2:4][CH2:5][CH3:6]. (2) The reactants are: [C:1]([NH:4][CH2:5][C@@H:6]1[O:10][C:9](=[O:11])[N:8]([C:12]2[CH:17]=[CH:16][C:15]([C:18]3[CH:19]=[CH:20][C:21]([N:24]4[CH2:29][CH2:28][N:27](C(OC(C)(C)C)=O)[CH2:26][CH2:25]4)=[N:22][CH:23]=3)=[C:14]([F:37])[CH:13]=2)[CH2:7]1)(=[O:3])[CH3:2]. Given the product [F:37][C:14]1[CH:13]=[C:12]([N:8]2[CH2:7][C@H:6]([CH2:5][NH:4][C:1](=[O:3])[CH3:2])[O:10][C:9]2=[O:11])[CH:17]=[CH:16][C:15]=1[C:18]1[CH:23]=[N:22][C:21]([N:24]2[CH2:29][CH2:28][NH:27][CH2:26][CH2:25]2)=[CH:20][CH:19]=1, predict the reactants needed to synthesize it. (3) The reactants are: [CH3:1][C:2]1[CH:3]=[CH:4][C:5]([N:8]2[C:15]3[CH:14]4[CH2:16][CH:13]4[CH2:12][C:11]=3[C:10]([C:17](O)=[O:18])=[N:9]2)=[N:6][CH:7]=1.[C:20]1([C:26]([NH2:29])([CH3:28])[CH3:27])[CH:25]=[CH:24][CH:23]=[CH:22][CH:21]=1. Given the product [CH3:27][C:26]([NH:29][C:17]([C:10]1[C:11]2[CH2:12][C@H:13]3[CH2:16][C@H:14]3[C:15]=2[N:8]([C:5]2[CH:4]=[CH:3][C:2]([CH3:1])=[CH:7][N:6]=2)[N:9]=1)=[O:18])([C:20]1[CH:25]=[CH:24][CH:23]=[CH:22][CH:21]=1)[CH3:28], predict the reactants needed to synthesize it. (4) Given the product [F:14][C:2]([F:13])([F:1])[CH:3]1[N:8]([C:22]([O:24][CH2:25][C:26]2[CH:31]=[CH:30][CH:29]=[CH:28][CH:27]=2)=[O:23])[CH2:7][CH:6]([C:9]([O:11][CH3:12])=[O:10])[CH2:5][CH2:4]1, predict the reactants needed to synthesize it. The reactants are: [F:1][C:2]([F:14])([F:13])[CH:3]1[NH:8][CH2:7][CH:6]([C:9]([O:11][CH3:12])=[O:10])[CH2:5][CH2:4]1.C([O-])([O-])=O.[K+].[K+].Cl[C:22]([O:24][CH2:25][C:26]1[CH:31]=[CH:30][CH:29]=[CH:28][CH:27]=1)=[O:23]. (5) Given the product [CH2:21]([O:20][CH:4]([O:3][CH2:1][CH3:2])[C:5]1[O:13][C:12]2[C:11]([N:14]3[CH2:19][CH2:18][N:17]([S:33]([CH:30]([CH3:32])[CH3:31])(=[O:35])=[O:34])[CH2:16][CH2:15]3)=[CH:10][N:9]=[CH:8][C:7]=2[CH:6]=1)[CH3:22], predict the reactants needed to synthesize it. The reactants are: [CH2:1]([O:3][CH:4]([O:20][CH2:21][CH3:22])[C:5]1[O:13][C:12]2[C:11]([N:14]3[CH2:19][CH2:18][NH:17][CH2:16][CH2:15]3)=[CH:10][N:9]=[CH:8][C:7]=2[CH:6]=1)[CH3:2].C(N(CC)CC)C.[CH:30]([S:33](Cl)(=[O:35])=[O:34])([CH3:32])[CH3:31]. (6) Given the product [OH:4][C:5]1[C:13]2[O:12][CH:11]=[CH:10][C:9]=2[CH:8]=[C:7]([C:14]([O:16][CH2:17][CH3:18])=[O:15])[CH:6]=1, predict the reactants needed to synthesize it. The reactants are: C([O:4][C:5]1[C:13]2[O:12][CH:11]=[CH:10][C:9]=2[CH:8]=[C:7]([C:14]([O:16][CH2:17][CH3:18])=[O:15])[CH:6]=1)(=O)C.C(=O)([O-])[O-].[K+].[K+]. (7) Given the product [NH2:15][C:11]1[CH:10]=[C:9]([C:7]([N:4]2[CH2:5][CH2:6][CH:2]([OH:1])[CH2:3]2)=[O:8])[CH:14]=[CH:13][CH:12]=1, predict the reactants needed to synthesize it. The reactants are: [OH:1][CH:2]1[CH2:6][CH2:5][N:4]([C:7]([C:9]2[CH:14]=[CH:13][CH:12]=[C:11]([N+:15]([O-])=O)[CH:10]=2)=[O:8])[CH2:3]1. (8) Given the product [IH:31].[N:22]1([CH2:21][CH2:20][N:19]2[C:18]3[CH:27]=[CH:28][CH:29]=[CH:30][C:17]=3[N:16]=[C:15]2[N:11]2[CH2:12][CH2:13][CH2:14][NH:8][CH2:9][CH2:10]2)[CH:26]=[CH:25][N:24]=[CH:23]1, predict the reactants needed to synthesize it. The reactants are: C(OC([N:8]1[CH2:14][CH2:13][CH2:12][N:11]([C:15]2[N:19]([CH2:20][CH2:21][N:22]3[CH:26]=[CH:25][N:24]=[CH:23]3)[C:18]3[CH:27]=[CH:28][CH:29]=[CH:30][C:17]=3[N:16]=2)[CH2:10][CH2:9]1)=O)(C)(C)C.[IH:31]. (9) Given the product [ClH:35].[Cl:35][C:31]1[CH:32]=[C:33]2[C:28](=[CH:29][CH:30]=1)[NH:27][C:26]([C:24]([NH:23][C@@H:18]1[CH2:19][CH2:20][CH2:21][CH2:22][C@@H:17]1[NH:16][C:14]([C:12]1[S:13][C:7]3[CH2:6][N:5]([CH2:4][CH2:3][NH:2][S:37]([CH3:36])(=[O:39])=[O:38])[CH2:10][CH2:9][C:8]=3[N:11]=1)=[O:15])=[O:25])=[CH:34]2, predict the reactants needed to synthesize it. The reactants are: Cl.[NH2:2][CH2:3][CH2:4][N:5]1[CH2:10][CH2:9][C:8]2[N:11]=[C:12]([C:14]([NH:16][C@@H:17]3[CH2:22][CH2:21][CH2:20][CH2:19][C@@H:18]3[NH:23][C:24]([C:26]3[NH:27][C:28]4[C:33]([CH:34]=3)=[CH:32][C:31]([Cl:35])=[CH:30][CH:29]=4)=[O:25])=[O:15])[S:13][C:7]=2[CH2:6]1.[CH3:36][S:37](Cl)(=[O:39])=[O:38]. (10) Given the product [OH:1][C:2]1[CH:19]=[CH:18][C:5]2[NH:6][C:7]([CH2:12][C:13]([O:15][CH2:16][CH3:17])=[O:14])=[N:8][S:9](=[O:11])(=[O:10])[C:4]=2[C:3]=1[N+:20]([O-:22])=[O:21], predict the reactants needed to synthesize it. The reactants are: [OH:1][C:2]1[CH:19]=[CH:18][C:5]2[NH:6][C:7]([CH2:12][C:13]([O:15][CH2:16][CH3:17])=[O:14])=[N:8][S:9](=[O:11])(=[O:10])[C:4]=2[CH:3]=1.[N+:20]([O-])([OH:22])=[O:21].[N+]([O-])(O)=O.C(O)(=O)C.